This data is from Peptide-MHC class II binding affinity with 134,281 pairs from IEDB. The task is: Regression. Given a peptide amino acid sequence and an MHC pseudo amino acid sequence, predict their binding affinity value. This is MHC class II binding data. (1) The peptide sequence is SIRAANVMAASLRKA. The MHC is DRB3_0301 with pseudo-sequence DRB3_0301. The binding affinity (normalized) is 0.638. (2) The MHC is HLA-DQA10102-DQB10602 with pseudo-sequence HLA-DQA10102-DQB10602. The peptide sequence is GEIYKRWIILGLNKIVRMY. The binding affinity (normalized) is 0.431. (3) The peptide sequence is LRYMGEDGCWYGMEI. The MHC is DRB1_1101 with pseudo-sequence DRB1_1101. The binding affinity (normalized) is 0.0599. (4) The peptide sequence is ITKGKVDPTDYFRNE. The MHC is DRB1_0101 with pseudo-sequence DRB1_0101. The binding affinity (normalized) is 0.0737. (5) The peptide sequence is RRTEPAAEGVGAASQDL. The MHC is DRB1_1302 with pseudo-sequence DRB1_1302. The binding affinity (normalized) is 0.139. (6) The peptide sequence is LGQQQPFPPQQPYPQPQ. The MHC is HLA-DPA10301-DPB10402 with pseudo-sequence HLA-DPA10301-DPB10402. The binding affinity (normalized) is 0.149. (7) The peptide sequence is EKKYFACTQFEPLAA. The MHC is DRB1_0101 with pseudo-sequence DRB1_0101. The binding affinity (normalized) is 0.764.